From a dataset of Full USPTO retrosynthesis dataset with 1.9M reactions from patents (1976-2016). Predict the reactants needed to synthesize the given product. (1) Given the product [CH:25]1[N:29]([CH2:30][O:31][CH2:32][CH2:33][OH:34])[C:28]2[N:35]=[C:36]([NH2:40])[N:37]=[C:38]([OH:39])[C:27]=2[N:26]=1.[NH:20]1[CH:24]=[CH:23][N:22]=[CH:21]1.[OH:3][C:2]([CH:4]([C:6]1[CH:19]=[CH:18][CH:17]=[C:8]([C:9]([C:11]2[CH:12]=[CH:13][CH:14]=[CH:15][CH:16]=2)=[O:10])[CH:7]=1)[CH3:5])=[O:1], predict the reactants needed to synthesize it. The reactants are: [OH:1][C:2]([CH:4]([C:6]1[CH:19]=[CH:18][CH:17]=[C:8]([C:9]([C:11]2[CH:16]=[CH:15][CH:14]=[CH:13][CH:12]=2)=[O:10])[CH:7]=1)[CH3:5])=[O:3].[NH:20]1[CH:24]=[CH:23][N:22]=[CH:21]1.[CH:25]1[N:29]([CH2:30][O:31][CH2:32][CH2:33][OH:34])[C:28]2[N:35]=[C:36]([NH2:40])[N:37]=[C:38]([OH:39])[C:27]=2[N:26]=1. (2) Given the product [Cl:1][C:2]1[CH:3]=[C:4]2[C:8](=[CH:9][CH:10]=1)[N:7]([S:11]([C:14]1[CH:19]=[CH:18][CH:17]=[CH:16][CH:15]=1)(=[O:13])=[O:12])[C:6]([C:20]([O:22][CH2:23][CH3:24])=[O:21])=[C:5]2[S:25]([N:36]1[CH2:41][CH2:40][O:39][CH2:38][CH2:37]1)(=[O:27])=[O:26], predict the reactants needed to synthesize it. The reactants are: [Cl:1][C:2]1[CH:3]=[C:4]2[C:8](=[CH:9][CH:10]=1)[N:7]([S:11]([C:14]1[CH:19]=[CH:18][CH:17]=[CH:16][CH:15]=1)(=[O:13])=[O:12])[C:6]([C:20]([O:22][CH2:23][CH3:24])=[O:21])=[C:5]2[S:25](Cl)(=[O:27])=[O:26].C(N(CC)CC)C.[NH:36]1[CH2:41][CH2:40][O:39][CH2:38][CH2:37]1. (3) Given the product [CH3:18][C:19]([NH:20][C:15]([C:7]1[CH:6]=[CH:5][C:4]([CH:1]2[CH2:2][CH2:3]2)=[C:9]([O:10][CH2:11][CH:12]2[CH2:13][CH2:14]2)[N:8]=1)=[O:17])([C:21]1[N:25]=[C:24]([CH3:26])[O:23][N:22]=1)[CH3:27], predict the reactants needed to synthesize it. The reactants are: [CH:1]1([C:4]2[CH:5]=[CH:6][C:7]([C:15]([OH:17])=O)=[N:8][C:9]=2[O:10][CH2:11][CH:12]2[CH2:14][CH2:13]2)[CH2:3][CH2:2]1.[CH3:18][C:19]([CH3:27])([C:21]1[N:25]=[C:24]([CH3:26])[O:23][N:22]=1)[NH2:20]. (4) Given the product [CH2:24]([C:21]1[CH:20]=[N:19][C:18]([N:15]2[CH2:16][CH2:17][CH:12]([N:10]3[CH:11]=[C:7]([CH2:6][O:5][C:32]4[CH:33]=[CH:34][C:35]([N:37]5[CH:41]=[N:40][N:39]=[N:38]5)=[CH:36][C:31]=4[F:30])[C:8]([C:26]([F:29])([F:28])[F:27])=[N:9]3)[CH2:13][CH2:14]2)=[N:23][CH:22]=1)[CH3:25], predict the reactants needed to synthesize it. The reactants are: CS([O:5][CH2:6][C:7]1[C:8]([C:26]([F:29])([F:28])[F:27])=[N:9][N:10]([CH:12]2[CH2:17][CH2:16][N:15]([C:18]3[N:23]=[CH:22][C:21]([CH2:24][CH3:25])=[CH:20][N:19]=3)[CH2:14][CH2:13]2)[CH:11]=1)(=O)=O.[F:30][C:31]1[CH:36]=[C:35]([N:37]2[CH:41]=[N:40][N:39]=[N:38]2)[CH:34]=[CH:33][C:32]=1O. (5) Given the product [CH3:1][C:2]1[C:6]([CH2:7][N:8]2[CH:12]=[C:11]([N:13]3[C:17](=[O:18])[C:16]([CH3:19])([CH3:20])[N:15]([CH2:24][C:25]4[CH:30]=[CH:29][CH:28]=[CH:27][C:26]=4[O:31][CH3:32])[C:14]3=[O:21])[CH:10]=[N:9]2)=[C:5]([CH3:22])[O:4][N:3]=1, predict the reactants needed to synthesize it. The reactants are: [CH3:1][C:2]1[C:6]([CH2:7][N:8]2[CH:12]=[C:11]([N:13]3[C:17](=[O:18])[C:16]([CH3:20])([CH3:19])[NH:15][C:14]3=[O:21])[CH:10]=[N:9]2)=[C:5]([CH3:22])[O:4][N:3]=1.Br[CH2:24][C:25]1[CH:30]=[CH:29][CH:28]=[CH:27][C:26]=1[O:31][CH3:32]. (6) Given the product [ClH:28].[CH3:3][CH:2]([C:4]1[C:14]2[O:13][CH2:12][CH2:11][NH:10][CH2:9][C:8]=2[CH:7]=[CH:6][CH:5]=1)[CH3:1], predict the reactants needed to synthesize it. The reactants are: [CH3:1][CH:2]([C:4]1[C:14]2[O:13][CH2:12][CH2:11][N:10](C(OC(C)(C)C)=O)[CH2:9][C:8]=2[CH:7]=[CH:6][CH:5]=1)[CH3:3].C(OCC)(=O)C.[ClH:28]. (7) Given the product [CH3:15][O:16][C:17]1[CH:24]=[CH:23][CH:22]=[CH:21][C:18]=1[CH2:19][NH:20][C:8]1[CH:7]=[CH:6][C:5]2[C:4]([NH:1][CH2:31][C:29]3[NH:30][C:26]([CH3:25])=[N:27][CH:28]=3)=[CH:13][CH:12]=[CH:11][C:10]=2[N:9]=1, predict the reactants needed to synthesize it. The reactants are: [N+:1]([C:4]1[CH:13]=[CH:12][CH:11]=[C:10]2[C:5]=1[CH:6]=[CH:7][C:8](Cl)=[N:9]2)([O-])=O.[CH3:15][O:16][C:17]1[CH:24]=[CH:23][CH:22]=[CH:21][C:18]=1[CH2:19][NH2:20].[CH3:25][C:26]1[NH:27][CH:28]=[C:29]([CH:31]=O)[N:30]=1. (8) Given the product [CH3:21][O:20][C:4]1[C:3](=[O:22])[C:2]([CH3:1])=[C:7](/[CH:8]=[C:9](\[CH2:13][CH2:14][CH3:15])/[C:10]([OH:12])=[O:11])[C:6](=[O:16])[C:5]=1[O:18][CH3:19], predict the reactants needed to synthesize it. The reactants are: [CH3:1][C:2]1[C:7](/[CH:8]=[C:9](\[CH2:13][CH2:14][CH3:15])/[C:10]([OH:12])=[O:11])=[C:6]([O:16]C)[C:5]([O:18][CH3:19])=[C:4]([O:20][CH3:21])[C:3]=1[O:22]C.